Dataset: Catalyst prediction with 721,799 reactions and 888 catalyst types from USPTO. Task: Predict which catalyst facilitates the given reaction. (1) Reactant: Br[C:2]1[CH:7]=[CH:6][C:5]([C:8](=[C:16]2[CH2:21][C:20]([CH3:23])([CH3:22])[CH2:19][C:18]([CH3:25])([CH3:24])[CH2:17]2)[C:9]2[CH:14]=[CH:13][C:12]([OH:15])=[CH:11][CH:10]=2)=[CH:4][CH:3]=1.[C:26]([NH:29][C:30]1[CH:35]=[CH:34][C:33](B(O)O)=[CH:32][CH:31]=1)(=[O:28])[CH3:27].C([O-])([O-])=O.[Na+].[Na+].CCOC(C)=O. Product: [OH:15][C:12]1[CH:11]=[CH:10][C:9]([C:8](=[C:16]2[CH2:17][C:18]([CH3:25])([CH3:24])[CH2:19][C:20]([CH3:23])([CH3:22])[CH2:21]2)[C:5]2[CH:4]=[CH:3][C:2]([C:33]3[CH:34]=[CH:35][C:30]([NH:29][C:26](=[O:28])[CH3:27])=[CH:31][CH:32]=3)=[CH:7][CH:6]=2)=[CH:14][CH:13]=1. The catalyst class is: 108. (2) Reactant: [BH4-].[Na+].[Br:3][C:4]1[CH:22]=[N:21][C:7]2[N:8]=[C:9]([N:15]3[CH2:18][CH:17]([NH:19][CH3:20])[CH2:16]3)[C:10]3[N:11]([CH:12]=[N:13][N:14]=3)[C:6]=2[CH:5]=1.[CH2:23]=O.CO. Product: [Br:3][C:4]1[CH:22]=[N:21][C:7]2[N:8]=[C:9]([N:15]3[CH2:18][CH:17]([N:19]([CH3:23])[CH3:20])[CH2:16]3)[C:10]3[N:11]([CH:12]=[N:13][N:14]=3)[C:6]=2[CH:5]=1. The catalyst class is: 238. (3) Reactant: Cl[C:2]1[CH:7]=[C:6]([CH3:8])[N:5]=[C:4]([CH3:9])[N:3]=1.[S:10]([O-:13])([O-:12])=[O:11].[Na+].[Na+].Cl. Product: [CH3:9][C:4]1[N:3]=[C:2]([S:10]([OH:13])(=[O:12])=[O:11])[CH:7]=[C:6]([CH3:8])[N:5]=1. The catalyst class is: 6. (4) The catalyst class is: 690. Product: [CH2:1]([O:3][C:4]([C:6]1[CH:11]=[CH:10][N:9]2[N:12]=[CH:13][C:14]([C:21]3[CH:20]=[CH:19][CH:18]=[C:17]([Cl:16])[CH:22]=3)=[C:8]2[N:7]=1)=[O:5])[CH3:2]. Reactant: [CH2:1]([O:3][C:4]([C:6]1[CH:11]=[CH:10][N:9]2[N:12]=[CH:13][C:14](Br)=[C:8]2[N:7]=1)=[O:5])[CH3:2].[Cl:16][C:17]1[CH:18]=[C:19](OB(O)O)[CH:20]=[CH:21][CH:22]=1.P([O-])([O-])([O-])=O.[Ca+2].P([O-])([O-])([O-])=O.[Ca+2].[Ca+2].O1CCOCC1. (5) Reactant: [NH2:1][C:2](=[O:42])[CH2:3][N:4]([CH2:39][CH2:40][CH3:41])[C:5]([C:7]1[CH2:8][C:9]([NH:31]C(OC(C)(C)C)=O)=[N:10][C:11]2[CH:17]=[CH:16][C:15]([C:18]3[CH:23]=[CH:22][C:21]([NH:24][C:25](=[O:29])[O:26][CH2:27][CH3:28])=[CH:20][C:19]=3[Cl:30])=[CH:14][C:12]=2[CH:13]=1)=[O:6].C(O)(C(F)(F)F)=O.C([O-])(O)=O.[Na+]. Product: [NH2:31][C:9]1[CH2:8][C:7]([C:5](=[O:6])[N:4]([CH2:3][C:2]([NH2:1])=[O:42])[CH2:39][CH2:40][CH3:41])=[CH:13][C:12]2[CH:14]=[C:15]([C:18]3[CH:23]=[CH:22][C:21]([NH:24][C:25](=[O:29])[O:26][CH2:27][CH3:28])=[CH:20][C:19]=3[Cl:30])[CH:16]=[CH:17][C:11]=2[N:10]=1. The catalyst class is: 512. (6) Product: [CH2:1]([O:5][C:6]([C:8]1[N:9]=[C:10]([CH2:27][CH:28]([CH3:33])[CH3:29])[C:11]2[C:16]([C:17]=1[O:18][CH2:19][C:20]1[CH:25]=[CH:24][CH:23]=[CH:22][CH:21]=1)=[CH:15][CH:14]=[CH:13][CH:12]=2)=[O:7])[CH2:2][CH2:3][CH3:4]. The catalyst class is: 203. Reactant: [CH2:1]([O:5][C:6]([C:8]1[N:9]=[C:10](Br)[C:11]2[C:16]([C:17]=1[O:18][CH2:19][C:20]1[CH:25]=[CH:24][CH:23]=[CH:22][CH:21]=1)=[CH:15][CH:14]=[CH:13][CH:12]=2)=[O:7])[CH2:2][CH2:3][CH3:4].[CH3:27][CH:28]([CH3:33])[CH2:29]B(O)O.C([O-])([O-])=O.[K+].[K+]. (7) Reactant: [NH2:1][C:2]1[C:7]([NH:8][C:9]([C:11]2([C:14]3[O:18][N:17]=[C:16]([CH3:19])[CH:15]=3)[CH2:13][CH2:12]2)=O)=[CH:6][CH:5]=[C:4]([N:20]2[CH2:25][CH2:24][CH2:23][C@@H:22]([C:26]([N:28]3[CH2:32][CH2:31][CH2:30][CH2:29]3)=[O:27])[CH2:21]2)[N:3]=1.C[O-].[Na+].CO. Product: [CH3:19][C:16]1[CH:15]=[C:14]([C:11]2([C:9]3[NH:1][C:2]4=[N:3][C:4]([N:20]5[CH2:25][CH2:24][CH2:23][C@@H:22]([C:26]([N:28]6[CH2:29][CH2:30][CH2:31][CH2:32]6)=[O:27])[CH2:21]5)=[CH:5][CH:6]=[C:7]4[N:8]=3)[CH2:12][CH2:13]2)[O:18][N:17]=1. The catalyst class is: 619.